From a dataset of Forward reaction prediction with 1.9M reactions from USPTO patents (1976-2016). Predict the product of the given reaction. (1) Given the reactants C(N=C=S)(=O)C1C=CC=CC=1.[NH:12]1[CH:16]=[CH:15][N:14]=[C:13]1[CH2:17][N:18]1[C:23]2[CH:24]=[CH:25][NH:26][C:22]=2[C:21](=[O:27])[NH:20][C:19]1=[S:28].N1C=CN=C1CNC1C=CNC=1C(OCC)=O, predict the reaction product. The product is: [NH:12]1[CH:16]=[CH:15][N:14]=[C:13]1[CH2:17][N:18]1[C:23]2[CH:24]=[CH:25][NH:26][C:22]=2[C:21](=[O:27])[NH:20][C:19]1=[S:28]. (2) Given the reactants [CH3:1][C:2]1[C:3]([CH:13]=[O:14])=[CH:4][NH:5][C:6]=1[C:7]1[CH:12]=[CH:11][CH:10]=[CH:9][CH:8]=1.[H-].[Na+].C1OCCOCCOCCOCCOC1.[O:32]1[C:37]2[CH:38]=[CH:39][CH:40]=[C:41]([S:42](Cl)(=[O:44])=[O:43])[C:36]=2[O:35][CH2:34][CH2:33]1, predict the reaction product. The product is: [O:32]1[C:37]2[CH:38]=[CH:39][CH:40]=[C:41]([S:42]([N:5]3[C:6]([C:7]4[CH:12]=[CH:11][CH:10]=[CH:9][CH:8]=4)=[C:2]([CH3:1])[C:3]([CH:13]=[O:14])=[CH:4]3)(=[O:44])=[O:43])[C:36]=2[O:35][CH2:34][CH2:33]1. (3) The product is: [Cl:1][C:2]1[S:6][C:5]([C:7]([OH:9])=[O:8])=[CH:4][C:3]=1[C:11]1[N:15]([CH3:16])[N:14]=[CH:13][C:12]=1[CH3:17]. Given the reactants [Cl:1][C:2]1[S:6][C:5]([C:7]([O:9]C)=[O:8])=[CH:4][C:3]=1[C:11]1[N:15]([CH3:16])[N:14]=[CH:13][C:12]=1[CH3:17].[OH-].[Na+], predict the reaction product. (4) Given the reactants [Cl:1][C:2]1[CH:7]=[CH:6][C:5]([O:8][CH3:9])=[CH:4][C:3]=1[C:10]1[CH:20]=[C:19]([CH3:21])[C:13]2[N:14]=[C:15]([NH2:18])[N:16]=[N:17][C:12]=2[CH:11]=1.[CH2:22]([O:29][C:30]([N:32]1[CH2:37][CH2:36][CH:35]([S:38]([C:41]2[CH:46]=[CH:45][C:44](Br)=[CH:43][CH:42]=2)(=[O:40])=[O:39])[CH2:34][CH2:33]1)=[O:31])[C:23]1[CH:28]=[CH:27][CH:26]=[CH:25][CH:24]=1.C(=O)([O-])[O-].[Cs+].[Cs+].C1(P(C2C=CC=CC=2)C2C3OC4C(=CC=CC=4P(C4C=CC=CC=4)C4C=CC=CC=4)C(C)(C)C=3C=CC=2)C=CC=CC=1, predict the reaction product. The product is: [CH2:22]([O:29][C:30]([N:32]1[CH2:37][CH2:36][CH:35]([S:38]([C:41]2[CH:46]=[CH:45][C:44]([NH:18][C:15]3[N:16]=[N:17][C:12]4[CH:11]=[C:10]([C:3]5[CH:4]=[C:5]([O:8][CH3:9])[CH:6]=[CH:7][C:2]=5[Cl:1])[CH:20]=[C:19]([CH3:21])[C:13]=4[N:14]=3)=[CH:43][CH:42]=2)(=[O:39])=[O:40])[CH2:34][CH2:33]1)=[O:31])[C:23]1[CH:24]=[CH:25][CH:26]=[CH:27][CH:28]=1.